From a dataset of Forward reaction prediction with 1.9M reactions from USPTO patents (1976-2016). Predict the product of the given reaction. Given the reactants [Br:1][C:2]1[CH:3]=[N:4][N:5]2[C:10]([N:11]([CH2:19][CH:20]3[CH2:25][CH2:24][O:23][CH2:22][CH2:21]3)[C:12](=[O:18])[O:13][C:14]([CH3:17])([CH3:16])[CH3:15])=[CH:9][C:8](Cl)=[N:7][C:6]=12.CC(NC)C[CH:30]1[CH2:34][CH2:33][CH2:32][CH2:31]1.CC[N:39](C(C)C)C(C)C, predict the reaction product. The product is: [Br:1][C:2]1[CH:3]=[N:4][N:5]2[C:10]([N:11]([CH2:19][CH:20]3[CH2:25][CH2:24][O:23][CH2:22][CH2:21]3)[C:12](=[O:18])[O:13][C:14]([CH3:17])([CH3:16])[CH3:15])=[CH:9][C:8]([NH:39][CH:30]3[CH2:34][CH2:33][CH2:32][CH2:31]3)=[N:7][C:6]=12.